Dataset: NCI-60 drug combinations with 297,098 pairs across 59 cell lines. Task: Regression. Given two drug SMILES strings and cell line genomic features, predict the synergy score measuring deviation from expected non-interaction effect. (1) Drug 1: CC1C(C(CC(O1)OC2CC(CC3=C2C(=C4C(=C3O)C(=O)C5=C(C4=O)C(=CC=C5)OC)O)(C(=O)C)O)N)O.Cl. Drug 2: C1=CC=C(C(=C1)C(C2=CC=C(C=C2)Cl)C(Cl)Cl)Cl. Cell line: SR. Synergy scores: CSS=73.0, Synergy_ZIP=14.0, Synergy_Bliss=16.2, Synergy_Loewe=-38.4, Synergy_HSA=16.4. (2) Drug 1: CCC1(CC2CC(C3=C(CCN(C2)C1)C4=CC=CC=C4N3)(C5=C(C=C6C(=C5)C78CCN9C7C(C=CC9)(C(C(C8N6C)(C(=O)OC)O)OC(=O)C)CC)OC)C(=O)OC)O.OS(=O)(=O)O. Drug 2: CCC1(C2=C(COC1=O)C(=O)N3CC4=CC5=C(C=CC(=C5CN(C)C)O)N=C4C3=C2)O.Cl. Cell line: M14. Synergy scores: CSS=20.5, Synergy_ZIP=-1.56, Synergy_Bliss=-1.55, Synergy_Loewe=-1.41, Synergy_HSA=0.0577. (3) Cell line: KM12. Drug 2: C1C(C(OC1N2C=NC3=C2NC=NCC3O)CO)O. Drug 1: C(CC(=O)O)C(=O)CN.Cl. Synergy scores: CSS=-4.54, Synergy_ZIP=-0.823, Synergy_Bliss=0.916, Synergy_Loewe=-6.70, Synergy_HSA=-6.70.